This data is from Catalyst prediction with 721,799 reactions and 888 catalyst types from USPTO. The task is: Predict which catalyst facilitates the given reaction. (1) Reactant: Cl.Cl.[Cl:3][CH2:4][C:5](=[NH:7])[NH2:6].Cl[C:9](=[CH2:12])[C:10]#[N:11].C(N(CC)CC)C. Product: [Cl:3][CH2:4][C:5]1[N:6]=[C:10]([NH2:11])[CH:9]=[CH:12][N:7]=1. The catalyst class is: 8. (2) Reactant: [CH3:1][O:2][N:3]=[C:4]1[C:12]2[C:7](=[CH:8][N:9]=[CH:10][CH:11]=2)[O:6][CH2:5]1.ClC1C=CC=C(C(OO)=[O:21])C=1. Product: [CH3:1][O:2][N:3]=[C:4]1[C:12]2[C:7](=[CH:8][N+:9]([O-:21])=[CH:10][CH:11]=2)[O:6][CH2:5]1. The catalyst class is: 2.